Dataset: Peptide-MHC class II binding affinity with 134,281 pairs from IEDB. Task: Regression. Given a peptide amino acid sequence and an MHC pseudo amino acid sequence, predict their binding affinity value. This is MHC class II binding data. (1) The peptide sequence is ENKHQRRLVKLLL. The MHC is H-2-IAb with pseudo-sequence H-2-IAb. The binding affinity (normalized) is 0. (2) The peptide sequence is VSAIVGAAASVFVCL. The MHC is H-2-IAd with pseudo-sequence H-2-IAd. The binding affinity (normalized) is 0.150. (3) The peptide sequence is SGGNHMLLDGVSVVA. The MHC is DRB1_0405 with pseudo-sequence DRB1_0405. The binding affinity (normalized) is 0.551. (4) The peptide sequence is MQVKVSKGAPCRIPV. The MHC is HLA-DQA10501-DQB10303 with pseudo-sequence HLA-DQA10501-DQB10303. The binding affinity (normalized) is 0.471. (5) The peptide sequence is GELQIVDKIDANFKI. The MHC is DRB1_1201 with pseudo-sequence DRB1_1201. The binding affinity (normalized) is 0.587. (6) The peptide sequence is SQDLELSWNWNGLQAY. The MHC is HLA-DQA10301-DQB10302 with pseudo-sequence HLA-DQA10301-DQB10302. The binding affinity (normalized) is 0.749. (7) The peptide sequence is TKPSLFKVRNGGEIG. The MHC is HLA-DQA10303-DQB10402 with pseudo-sequence YNYHERRFATVLHIVFFGGTYYDIEDSTVHLETT. The binding affinity (normalized) is 0.686.